The task is: Binary Classification. Given a drug SMILES string, predict its activity (active/inactive) in a high-throughput screening assay against a specified biological target.. This data is from M1 muscarinic receptor antagonist screen with 61,756 compounds. (1) The molecule is s1c(nn2c1nnc2C)c1cc(NC(=O)CCCC)ccc1. The result is 0 (inactive). (2) The drug is O1CCN(CCCN2CNC(=NC2)Nc2nc3c(c(n2)C)cc(CC)cc3)CC1. The result is 1 (active). (3) The molecule is Brc1oc(C(=O)Nc2c(Oc3ccccc3)cccc2)cc1. The result is 0 (inactive).